From a dataset of Forward reaction prediction with 1.9M reactions from USPTO patents (1976-2016). Predict the product of the given reaction. (1) Given the reactants [F:1][C:2]([F:23])([F:22])[C:3]1[CH:17]=[C:16]([C:18]([F:21])([F:20])[F:19])[CH:15]=[CH:14][C:4]=1[CH2:5][N:6]1[CH2:9][CH:8]([C:10](OC)=[O:11])[CH2:7]1.[H-].[Al+3].[Li+].[H-].[H-].[H-].[OH-].[Na+], predict the reaction product. The product is: [F:23][C:2]([F:1])([F:22])[C:3]1[CH:17]=[C:16]([C:18]([F:21])([F:20])[F:19])[CH:15]=[CH:14][C:4]=1[CH2:5][N:6]1[CH2:7][CH:8]([CH2:10][OH:11])[CH2:9]1. (2) Given the reactants Br[C:2]1[CH:7]=[CH:6][C:5]([CH3:8])=[CH:4][C:3]=1[O:9][CH3:10].C([Li])(C)(C)C.[B:16](OC)([O:19]C)[O:17]C, predict the reaction product. The product is: [CH3:10][O:9][C:3]1[CH:4]=[C:5]([CH3:8])[CH:6]=[CH:7][C:2]=1[B:16]([OH:19])[OH:17]. (3) The product is: [CH2:1]([C:8]1[N:9]([CH2:20][C:21]2[CH:26]=[CH:25][C:24]([C:27]3[CH:32]=[CH:31][CH:30]=[CH:29][CH:28]=3)=[CH:23][CH:22]=2)[N:10]=[C:11]2[C:16]=1[C:15](=[O:17])[N:14]([CH3:18])[C:13](=[N:33][C:34]([CH3:38])([CH3:37])[CH2:35][OH:36])[NH:12]2)[C:2]1[CH:7]=[CH:6][CH:5]=[CH:4][CH:3]=1. Given the reactants [CH2:1]([C:8]1[N:9]([CH2:20][C:21]2[CH:26]=[CH:25][C:24]([C:27]3[CH:32]=[CH:31][CH:30]=[CH:29][CH:28]=3)=[CH:23][CH:22]=2)[N:10]=[C:11]2[C:16]=1[C:15](=[O:17])[N:14]([CH3:18])[C:13](Cl)=[N:12]2)[C:2]1[CH:7]=[CH:6][CH:5]=[CH:4][CH:3]=1.[NH2:33][C:34]([CH3:38])([CH3:37])[CH2:35][OH:36], predict the reaction product. (4) Given the reactants FC1C(O[C:9](=[O:33])[CH2:10][C:11]2[CH:16]=[CH:15][C:14]([O:17][CH2:18][CH2:19][N:20]3[C:24](=[O:25])[C:23]4=[CH:26][CH:27]=[CH:28][CH:29]=[C:22]4[C:21]3=[O:30])=[C:13]([O:31][CH3:32])[CH:12]=2)=C(F)C(F)=C(F)C=1F.[CH:38]1([C:45]2[CH:46]=[C:47]([CH:49]=[CH:50][CH:51]=2)[NH2:48])[CH2:44][CH2:43][CH2:42][CH2:41][CH2:40][CH2:39]1, predict the reaction product. The product is: [CH:38]1([C:45]2[CH:46]=[C:47]([NH:48][C:9](=[O:33])[CH2:10][C:11]3[CH:16]=[CH:15][C:14]([O:17][CH2:18][CH2:19][N:20]4[C:24](=[O:25])[C:23]5=[CH:26][CH:27]=[CH:28][CH:29]=[C:22]5[C:21]4=[O:30])=[C:13]([O:31][CH3:32])[CH:12]=3)[CH:49]=[CH:50][CH:51]=2)[CH2:39][CH2:40][CH2:41][CH2:42][CH2:43][CH2:44]1.